Dataset: Reaction yield outcomes from USPTO patents with 853,638 reactions. Task: Predict the reaction yield, written as a fraction of the theoretical maximum amount of product (1.0 means a 100% yield; for example, 0.34 means a 34% yield). The reactants are O/[C:2](=[CH:8]\[C:9](=O)[CH2:10][CH:11]([CH3:13])[CH3:12])/[C:3]([O:5][CH2:6][CH3:7])=[O:4].Cl.[C:16]([NH:20][NH2:21])([CH3:19])([CH3:18])[CH3:17].CCCCCC.CCOC(C)=O. The catalyst is C(O)C. The product is [C:16]([N:20]1[C:9]([CH2:10][CH:11]([CH3:13])[CH3:12])=[CH:8][C:2]([C:3]([O:5][CH2:6][CH3:7])=[O:4])=[N:21]1)([CH3:19])([CH3:18])[CH3:17]. The yield is 0.880.